From a dataset of Reaction yield outcomes from USPTO patents with 853,638 reactions. Predict the reaction yield, written as a fraction of the theoretical maximum amount of product (1.0 means a 100% yield; for example, 0.34 means a 34% yield). (1) The reactants are [Br:1][C:2]1[CH:3]=[CH:4][C:5]([Cl:11])=[C:6]([CH:10]=1)[C:7](Cl)=[O:8].[CH2:12]([O:14][C:15]1[CH:20]=[CH:19][CH:18]=[C:17]([F:21])[C:16]=1[F:22])[CH3:13].[Cl-].[Al+3].[Cl-].[Cl-]. The catalyst is ClCCl. The product is [Br:1][C:2]1[CH:3]=[CH:4][C:5]([Cl:11])=[C:6]([C:7]([C:18]2[CH:19]=[CH:20][C:15]([O:14][CH2:12][CH3:13])=[C:16]([F:22])[C:17]=2[F:21])=[O:8])[CH:10]=1. The yield is 1.00. (2) The reactants are C(=O)([O-])[O-].[K+].[K+].Br[CH:8]([C@H:25]1[CH2:30][CH2:29][C@H:28]([N:31]2[C:39](=[O:40])[C:38]3[C:33](=[CH:34][CH:35]=[CH:36][CH:37]=3)[C:32]2=[O:41])[CH2:27][CH2:26]1)[C:9]([NH:11][C:12]1[CH:13]=[N:14][C:15]2[C:20]([C:21]=1[OH:22])=[N:19][C:18]([O:23][CH3:24])=[CH:17][CH:16]=2)=[O:10].ClCCl.CO. The catalyst is CN(C)C=O. The product is [CH3:24][O:23][C:18]1[N:19]=[C:20]2[C:15](=[CH:16][CH:17]=1)[N:14]=[CH:13][C:12]1[NH:11][C:9](=[O:10])[CH:8]([C@H:25]3[CH2:30][CH2:29][C@H:28]([N:31]4[C:32](=[O:41])[C:33]5[C:38](=[CH:37][CH:36]=[CH:35][CH:34]=5)[C:39]4=[O:40])[CH2:27][CH2:26]3)[O:22][C:21]2=1. The yield is 0.490. (3) The reactants are [O:1]1[C:10]2[C:5](=[CH:6][C:7]([C:11]3[C:16]([CH:17]4[CH2:19][CH2:18]4)=[CH:15][C:14]([N+:20]([O-:22])=[O:21])=[C:13]([CH3:23])[C:12]=3[CH:24]([O:27][CH:28]3[CH2:30][CH2:29]3)[CH2:25][OH:26])=[CH:8][CH:9]=2)[CH2:4][CH2:3][CH2:2]1.I(O)(=O)(=O)=O.Cl.C[Si](C=[N+]=[N-])(C)C.[CH2:44]([O:46]CC)C. The catalyst is C(#N)C.C(O)(=O)C.C1CCCCC1.I(O)(=O)(=O)=O.[O-2].[O-2].[O-2].[Cr+6].[O-2].[O-2].[O-2].[Cr+6]. The product is [O:1]1[C:10]2[C:5](=[CH:6][C:7]([C:11]3[C:16]([CH:17]4[CH2:18][CH2:19]4)=[CH:15][C:14]([N+:20]([O-:22])=[O:21])=[C:13]([CH3:23])[C:12]=3[CH:24]([O:27][CH:28]3[CH2:29][CH2:30]3)[C:25]([O:46][CH3:44])=[O:26])=[CH:8][CH:9]=2)[CH2:4][CH2:3][CH2:2]1. The yield is 0.760. (4) The reactants are [F:1][CH:2]([F:22])[C:3]1[NH:7][C:6]2[CH:8]=[C:9]([NH:14][C:15](=[O:21])[O:16][C:17]([CH3:20])([CH3:19])[CH3:18])[CH:10]=[C:11]([O:12][CH3:13])[C:5]=2[N:4]=1.[Cl:23][C:24]1[N:29]=[C:28](Cl)[N:27]=[C:26]([N:31]2[CH2:36][CH2:35][O:34][CH2:33][CH2:32]2)[N:25]=1.C([O-])([O-])=O.[K+].[K+]. The catalyst is CN(C=O)C.O. The product is [Cl:23][C:24]1[N:25]=[C:26]([N:31]2[CH2:32][CH2:33][O:34][CH2:35][CH2:36]2)[N:27]=[C:28]([N:7]2[C:6]3[CH:8]=[C:9]([NH:14][C:15](=[O:21])[O:16][C:17]([CH3:19])([CH3:18])[CH3:20])[CH:10]=[C:11]([O:12][CH3:13])[C:5]=3[N:4]=[C:3]2[CH:2]([F:1])[F:22])[N:29]=1. The yield is 0.590. (5) The reactants are [CH2:1]([N:8]1[C:17](=[O:18])[C:16]2[C:11](=[CH:12][C:13]([Cl:19])=[CH:14][CH:15]=2)[N:10]=[C:9]1[CH:20]([N:24]([CH2:34][C:35](=O)[CH2:36][CH2:37][N:38]1[C:46](=[O:47])[C:45]2[C:40](=[CH:41][CH:42]=[CH:43][CH:44]=2)[C:39]1=[O:48])[C:25](=O)[C:26]1[CH:31]=[CH:30][C:29]([CH3:32])=[CH:28][CH:27]=1)[CH:21]([CH3:23])[CH3:22])[C:2]1[CH:7]=[CH:6][CH:5]=[CH:4][CH:3]=1.C([O-])(=O)C.[NH4+:54]. The catalyst is C(O)(=O)C. The product is [CH2:1]([N:8]1[C:17](=[O:18])[C:16]2[C:11](=[CH:12][C:13]([Cl:19])=[CH:14][CH:15]=2)[N:10]=[C:9]1[CH:20]([N:24]1[CH:34]=[C:35]([CH2:36][CH2:37][N:38]2[C:46](=[O:47])[C:45]3[C:40](=[CH:41][CH:42]=[CH:43][CH:44]=3)[C:39]2=[O:48])[N:54]=[C:25]1[C:26]1[CH:27]=[CH:28][C:29]([CH3:32])=[CH:30][CH:31]=1)[CH:21]([CH3:23])[CH3:22])[C:2]1[CH:3]=[CH:4][CH:5]=[CH:6][CH:7]=1. The yield is 0.510. (6) The reactants are [CH:1]12[CH2:7][CH:4]([CH2:5][CH2:6]1)[CH2:3][CH:2]2[C:8]1([CH3:15])[C:12](=[O:13])[NH:11][N:10]=[C:9]1[CH3:14].Br[CH2:17][C:18]([C:20]1[CH:24]=[CH:23][S:22][CH:21]=1)=[O:19]. No catalyst specified. The product is [C@H:1]12[CH2:7][C@H:4]([CH2:5][CH2:6]1)[CH2:3][C@@H:2]2[C:8]1([CH3:15])[C:12](=[O:13])[N:11]([CH2:17][C:18](=[O:19])[C:20]2[CH:24]=[CH:23][S:22][CH:21]=2)[N:10]=[C:9]1[CH3:14]. The yield is 0.610. (7) The reactants are Br[C:2]1[CH:8]=[CH:7][C:5]([NH2:6])=[C:4]([Cl:9])[CH:3]=1.[O:10]1[CH:14]=[CH:13][N:12]=[CH:11]1.C12(P(C34CC5CC(CC(C5)C3)C4)CCCC)CC3CC(CC(C3)C1)C2.C(O)(=O)C(C)(C)C.C(=O)([O-])[O-].[K+].[K+]. The catalyst is CC(N(C)C)=O.CCOC(C)=O.C([O-])(=O)C.[Pd+2].C([O-])(=O)C. The product is [Cl:9][C:4]1[CH:3]=[C:2]([C:14]2[O:10][CH:11]=[N:12][CH:13]=2)[CH:8]=[CH:7][C:5]=1[NH2:6]. The yield is 0.370. (8) The reactants are [Cl:1][C:2]1[CH:3]=[C:4]([CH:7]=[C:8]([NH:13][CH2:14][C:15]2([CH3:31])[CH2:30][CH2:29][CH2:28][C:17]3([O:21][C:20](=[O:22])[N:19]([CH2:23][C:24]([CH3:27])([CH3:26])[CH3:25])[CH2:18]3)[CH2:16]2)[C:9]=1[N+:10]([O-])=O)[C:5]#[N:6].[CH:32](OC)(OC)OC.C(O)=O.C(O)(C(F)(F)F)=O. The catalyst is CO.[Fe]. The product is [Cl:1][C:2]1[C:9]2[N:10]=[CH:32][N:13]([CH2:14][C:15]3([CH3:31])[CH2:30][CH2:29][CH2:28][C:17]4([O:21][C:20](=[O:22])[N:19]([CH2:23][C:24]([CH3:26])([CH3:25])[CH3:27])[CH2:18]4)[CH2:16]3)[C:8]=2[CH:7]=[C:4]([C:5]#[N:6])[CH:3]=1. The yield is 0.620. (9) The product is [CH3:16][C:11]1([CH3:17])[O:10][C@@H:9]([CH2:8][CH2:7][OH:6])[C:13]([CH3:15])([CH3:14])[O:12]1. The reactants are C([Si](C)(C)[O:6][CH2:7][CH2:8][C@H:9]1[C:13]([CH3:15])([CH3:14])[O:12][C:11]([CH3:17])([CH3:16])[O:10]1)(C)(C)C.[F-].C([N+](CCCC)(CCCC)CCCC)CCC.O. The yield is 1.00. The catalyst is O1CCCC1. (10) The reactants are Br[C:2]1[CH:7]=[N:6][CH:5]=[C:4]2[N:8]([CH3:11])[N:9]=[CH:10][C:3]=12.C[Si]([C:16]#[C:17][C:18]1[CH:19]=[C:20]([NH2:24])[CH:21]=[CH:22][CH:23]=1)(C)C.[F-].[CH2:26]([N+](CCCC)(CCCC)CCCC)CCC. The catalyst is C1COCC1.Cl[Pd](Cl)([P](C1C=CC=CC=1)(C1C=CC=CC=1)C1C=CC=CC=1)[P](C1C=CC=CC=1)(C1C=CC=CC=1)C1C=CC=CC=1.[Cu]I. The product is [CH3:26][C:23]1[CH:22]=[CH:21][C:20]([NH2:24])=[CH:19][C:18]=1[C:17]#[C:16][C:2]1[CH:7]=[N:6][CH:5]=[C:4]2[N:8]([CH3:11])[N:9]=[CH:10][C:3]=12. The yield is 0.580.